From a dataset of NCI-60 drug combinations with 297,098 pairs across 59 cell lines. Regression. Given two drug SMILES strings and cell line genomic features, predict the synergy score measuring deviation from expected non-interaction effect. (1) Drug 1: C1CC(=O)NC(=O)C1N2CC3=C(C2=O)C=CC=C3N. Drug 2: CC1=C(C(CCC1)(C)C)C=CC(=CC=CC(=CC(=O)O)C)C. Cell line: SNB-19. Synergy scores: CSS=3.35, Synergy_ZIP=-0.203, Synergy_Bliss=0.530, Synergy_Loewe=-2.59, Synergy_HSA=-3.79. (2) Drug 1: CCC1(CC2CC(C3=C(CCN(C2)C1)C4=CC=CC=C4N3)(C5=C(C=C6C(=C5)C78CCN9C7C(C=CC9)(C(C(C8N6C=O)(C(=O)OC)O)OC(=O)C)CC)OC)C(=O)OC)O.OS(=O)(=O)O. Drug 2: C(CN)CNCCSP(=O)(O)O. Cell line: OVCAR3. Synergy scores: CSS=14.6, Synergy_ZIP=-1.14, Synergy_Bliss=-3.05, Synergy_Loewe=-46.1, Synergy_HSA=-2.19. (3) Drug 1: CC1=C(C(CCC1)(C)C)C=CC(=CC=CC(=CC(=O)O)C)C. Drug 2: C1=CC=C(C=C1)NC(=O)CCCCCCC(=O)NO. Cell line: SK-MEL-5. Synergy scores: CSS=20.3, Synergy_ZIP=-6.58, Synergy_Bliss=-0.793, Synergy_Loewe=-9.61, Synergy_HSA=-2.62. (4) Drug 1: C1=CN(C(=O)N=C1N)C2C(C(C(O2)CO)O)O.Cl. Drug 2: CC1=C(N=C(N=C1N)C(CC(=O)N)NCC(C(=O)N)N)C(=O)NC(C(C2=CN=CN2)OC3C(C(C(C(O3)CO)O)O)OC4C(C(C(C(O4)CO)O)OC(=O)N)O)C(=O)NC(C)C(C(C)C(=O)NC(C(C)O)C(=O)NCCC5=NC(=CS5)C6=NC(=CS6)C(=O)NCCC[S+](C)C)O. Cell line: SR. Synergy scores: CSS=79.3, Synergy_ZIP=-0.397, Synergy_Bliss=-0.562, Synergy_Loewe=0.720, Synergy_HSA=2.67. (5) Drug 1: C1=CC(=CC=C1C#N)C(C2=CC=C(C=C2)C#N)N3C=NC=N3. Drug 2: CC(C)CN1C=NC2=C1C3=CC=CC=C3N=C2N. Cell line: MDA-MB-231. Synergy scores: CSS=-5.14, Synergy_ZIP=1.81, Synergy_Bliss=0.918, Synergy_Loewe=-2.98, Synergy_HSA=-3.73. (6) Drug 1: CS(=O)(=O)C1=CC(=C(C=C1)C(=O)NC2=CC(=C(C=C2)Cl)C3=CC=CC=N3)Cl. Drug 2: C1C(C(OC1N2C=NC(=NC2=O)N)CO)O. Cell line: SK-MEL-28. Synergy scores: CSS=-5.70, Synergy_ZIP=1.88, Synergy_Bliss=-0.997, Synergy_Loewe=-12.2, Synergy_HSA=-8.38. (7) Drug 1: C1CC(=O)NC(=O)C1N2C(=O)C3=CC=CC=C3C2=O. Drug 2: C1C(C(OC1N2C=NC(=NC2=O)N)CO)O. Cell line: CCRF-CEM. Synergy scores: CSS=31.3, Synergy_ZIP=-1.68, Synergy_Bliss=-2.98, Synergy_Loewe=-26.0, Synergy_HSA=-0.146. (8) Drug 1: CC12CCC(CC1=CCC3C2CCC4(C3CC=C4C5=CN=CC=C5)C)O. Drug 2: C1CNP(=O)(OC1)N(CCCl)CCCl. Synergy scores: CSS=-8.21, Synergy_ZIP=-0.805, Synergy_Bliss=-8.37, Synergy_Loewe=-9.16, Synergy_HSA=-9.88. Cell line: SK-MEL-5.